This data is from NCI-60 drug combinations with 297,098 pairs across 59 cell lines. The task is: Regression. Given two drug SMILES strings and cell line genomic features, predict the synergy score measuring deviation from expected non-interaction effect. (1) Drug 1: C1CN1C2=NC(=NC(=N2)N3CC3)N4CC4. Synergy scores: CSS=12.5, Synergy_ZIP=-3.44, Synergy_Bliss=0.213, Synergy_Loewe=-7.79, Synergy_HSA=-0.817. Cell line: UACC-257. Drug 2: C1CC(=O)NC(=O)C1N2C(=O)C3=CC=CC=C3C2=O. (2) Drug 1: C1=CN(C(=O)N=C1N)C2C(C(C(O2)CO)O)O.Cl. Drug 2: CC12CCC3C(C1CCC2O)C(CC4=C3C=CC(=C4)O)CCCCCCCCCS(=O)CCCC(C(F)(F)F)(F)F. Cell line: A498. Synergy scores: CSS=32.4, Synergy_ZIP=-4.95, Synergy_Bliss=-0.173, Synergy_Loewe=-31.8, Synergy_HSA=-0.184. (3) Drug 1: CC1C(C(CC(O1)OC2CC(CC3=C2C(=C4C(=C3O)C(=O)C5=C(C4=O)C(=CC=C5)OC)O)(C(=O)C)O)N)O.Cl. Drug 2: CC(C)CN1C=NC2=C1C3=CC=CC=C3N=C2N. Cell line: MALME-3M. Synergy scores: CSS=31.5, Synergy_ZIP=0.349, Synergy_Bliss=6.69, Synergy_Loewe=-5.53, Synergy_HSA=3.94. (4) Drug 1: CCCCC(=O)OCC(=O)C1(CC(C2=C(C1)C(=C3C(=C2O)C(=O)C4=C(C3=O)C=CC=C4OC)O)OC5CC(C(C(O5)C)O)NC(=O)C(F)(F)F)O. Drug 2: CC1=C(C(=O)C2=C(C1=O)N3CC4C(C3(C2COC(=O)N)OC)N4)N. Cell line: EKVX. Synergy scores: CSS=22.3, Synergy_ZIP=-4.13, Synergy_Bliss=-1.04, Synergy_Loewe=-2.18, Synergy_HSA=-0.704. (5) Cell line: M14. Drug 2: CC12CCC3C(C1CCC2OP(=O)(O)O)CCC4=C3C=CC(=C4)OC(=O)N(CCCl)CCCl.[Na+]. Synergy scores: CSS=-0.644, Synergy_ZIP=-0.602, Synergy_Bliss=-1.06, Synergy_Loewe=-3.21, Synergy_HSA=-3.04. Drug 1: COC1=NC(=NC2=C1N=CN2C3C(C(C(O3)CO)O)O)N. (6) Drug 1: CC1=C(C(CCC1)(C)C)C=CC(=CC=CC(=CC(=O)O)C)C. Drug 2: C1CN1C2=NC(=NC(=N2)N3CC3)N4CC4. Cell line: MCF7. Synergy scores: CSS=15.1, Synergy_ZIP=-9.69, Synergy_Bliss=-2.50, Synergy_Loewe=-4.66, Synergy_HSA=0.482. (7) Drug 1: CC(C1=C(C=CC(=C1Cl)F)Cl)OC2=C(N=CC(=C2)C3=CN(N=C3)C4CCNCC4)N. Drug 2: CCN(CC)CCCC(C)NC1=C2C=C(C=CC2=NC3=C1C=CC(=C3)Cl)OC. Cell line: NCIH23. Synergy scores: CSS=20.3, Synergy_ZIP=-9.92, Synergy_Bliss=-8.37, Synergy_Loewe=-7.78, Synergy_HSA=-5.99.